From a dataset of Full USPTO retrosynthesis dataset with 1.9M reactions from patents (1976-2016). Predict the reactants needed to synthesize the given product. (1) Given the product [N+:1]([C:4]1[CH:5]=[CH:6][CH:7]=[C:8]2[C:13]=1[N:12]=[CH:11][C:10]([O:14][CH2:17][C:16]([F:24])([F:23])[F:15])=[CH:9]2)([O-:3])=[O:2], predict the reactants needed to synthesize it. The reactants are: [N+:1]([C:4]1[CH:5]=[CH:6][CH:7]=[C:8]2[C:13]=1[N:12]=[CH:11][C:10]([OH:14])=[CH:9]2)([O-:3])=[O:2].[F:15][C:16]([F:24])([F:23])[CH2:17]OS(C)(=O)=O. (2) Given the product [CH3:13][O:7][C:6](=[O:8])[C:5]1[CH:9]=[CH:10][C:2]([Br:1])=[CH:3][C:4]=1[CH3:11], predict the reactants needed to synthesize it. The reactants are: [Br:1][C:2]1[CH:10]=[CH:9][C:5]([C:6]([OH:8])=[O:7])=[C:4]([CH3:11])[CH:3]=1.Cl[CH2:13]CCl.S(Cl)(Cl)=O.CO.C(N(CC)CC)C. (3) Given the product [CH3:36][C:9]1[CH:10]=[C:11]([O:14][CH2:15][CH2:16][C@@H:17]([O:19][C:20]2[C:25]([C:26]3[CH:27]=[N:28][CH:29]=[CH:30][CH:31]=3)=[CH:24][C:23]([C:32]([F:35])([F:34])[F:33])=[CH:22][N:21]=2)[CH3:18])[CH:12]=[CH:13][C:8]=1[CH2:7][CH2:6][C:5]([OH:37])=[O:4], predict the reactants needed to synthesize it. The reactants are: [OH-].[Na+].C[O:4][C:5](=[O:37])[CH2:6][CH2:7][C:8]1[CH:13]=[CH:12][C:11]([O:14][CH2:15][CH2:16][C@@H:17]([O:19][C:20]2[C:25]([C:26]3[CH:27]=[N:28][CH:29]=[CH:30][CH:31]=3)=[CH:24][C:23]([C:32]([F:35])([F:34])[F:33])=[CH:22][N:21]=2)[CH3:18])=[CH:10][C:9]=1[CH3:36].Cl. (4) Given the product [CH:1]1([CH2:4][O:5][C:6]2[CH:7]=[C:8]([C:16]3[CH:17]=[N:18][C:19]([NH:31][C:32]([NH:34][CH2:35][CH3:36])=[O:33])=[CH:20][C:21]=3[C:22]3[S:23][CH:24]=[C:25]([C:27]([F:29])([F:30])[F:28])[N:26]=3)[CH:9]=[C:10]([C:12]3[O:41][C:39]([CH3:40])=[N:42][N:43]=3)[N:11]=2)[CH2:3][CH2:2]1, predict the reactants needed to synthesize it. The reactants are: [CH:1]1([CH2:4][O:5][C:6]2[N:11]=[C:10]([C:12](OC)=O)[CH:9]=[C:8]([C:16]3[CH:17]=[N:18][C:19]([NH:31][C:32]([NH:34][CH2:35][CH3:36])=[O:33])=[CH:20][C:21]=3[C:22]3[S:23][CH:24]=[C:25]([C:27]([F:30])([F:29])[F:28])[N:26]=3)[CH:7]=2)[CH2:3][CH2:2]1.[OH-].[Li+].[C:39]([NH:42][NH2:43])(=[O:41])[CH3:40].P(Cl)(Cl)(Cl)=O.C(=O)(O)[O-].[Na+]. (5) Given the product [F:1][C:2]1[CH:7]=[CH:6][C:5](/[CH:8]=[CH:9]/[C:10]2[CH:11]=[CH:12][C:13]([S:16]([C:19]3[C:24]([NH2:25])=[CH:23][CH:22]=[CH:21][N:20]=3)(=[O:17])=[O:18])=[CH:14][CH:15]=2)=[CH:4][CH:3]=1, predict the reactants needed to synthesize it. The reactants are: [F:1][C:2]1[CH:7]=[CH:6][C:5](/[CH:8]=[CH:9]/[C:10]2[CH:15]=[CH:14][C:13]([S:16]([C:19]3[C:24]([N+:25]([O-])=O)=[CH:23][CH:22]=[CH:21][N:20]=3)(=[O:18])=[O:17])=[CH:12][CH:11]=2)=[CH:4][CH:3]=1.BrC1C([N+]([O-])=O)=CC=CN=1. (6) Given the product [OH:41][C@H:39]1[CH2:40][N:36]([C:34](=[O:35])[C@@H:33]([NH:32][C:30](=[O:31])[O:29][C:25]([CH3:27])([CH3:28])[CH3:26])[C@H:45]([CH3:53])[CH2:46][CH:47]([CH3:52])[CH2:48][CH2:49][CH:50]=[CH2:51])[C@H:37]([C:42](=[O:44])[NH:55][C@:56]2([C:61](=[O:62])[NH:63][S:64]([C:67]3([CH3:70])[CH2:69][CH2:68]3)(=[O:66])=[O:65])[CH2:58][C@H:57]2[CH:59]=[CH2:60])[CH2:38]1, predict the reactants needed to synthesize it. The reactants are: CN(C(ON1N=NC2C=CC=NC1=2)=[N+](C)C)C.F[P-](F)(F)(F)(F)F.[C:25]([O:29][C:30]([NH:32][C@@H:33]([C@H:45]([CH3:53])[CH2:46][CH:47]([CH3:52])[CH2:48][CH2:49][CH:50]=[CH2:51])[C:34]([N:36]1[CH2:40][C@H:39]([OH:41])[CH2:38][C@H:37]1[C:42]([OH:44])=O)=[O:35])=[O:31])([CH3:28])([CH3:27])[CH3:26].Cl.[NH2:55][C@:56]1([C:61]([NH:63][S:64]([C:67]2([CH3:70])[CH2:69][CH2:68]2)(=[O:66])=[O:65])=[O:62])[CH2:58][C@H:57]1[CH:59]=[CH2:60].CCN(C(C)C)C(C)C.